This data is from Reaction yield outcomes from USPTO patents with 853,638 reactions. The task is: Predict the reaction yield, written as a fraction of the theoretical maximum amount of product (1.0 means a 100% yield; for example, 0.34 means a 34% yield). (1) The reactants are [CH3:1][N:2]1[C:7](=[O:8])[C:6]2[C:9]([C:30]3[CH:35]=[CH:34][CH:33]=[CH:32][CH:31]=3)=[C:10]([C:12]3[CH:17]=[CH:16][C:15]([C:18]4([NH:22][C:23](=[O:29])[O:24][C:25]([CH3:28])([CH3:27])[CH3:26])[CH2:21][CH2:20][CH2:19]4)=[CH:14][CH:13]=3)[O:11][C:5]=2[N:4]=[C:3]1S(C)(=O)=O.[CH3:40][O:41][CH2:42][CH2:43][NH2:44]. The catalyst is C1COCC1. The product is [CH3:40][O:41][CH2:42][CH2:43][NH:44][C:3]1[N:2]([CH3:1])[C:7](=[O:8])[C:6]2[C:9]([C:30]3[CH:35]=[CH:34][CH:33]=[CH:32][CH:31]=3)=[C:10]([C:12]3[CH:13]=[CH:14][C:15]([C:18]4([NH:22][C:23](=[O:29])[O:24][C:25]([CH3:28])([CH3:26])[CH3:27])[CH2:21][CH2:20][CH2:19]4)=[CH:16][CH:17]=3)[O:11][C:5]=2[N:4]=1. The yield is 0.320. (2) The reactants are [CH3:1][C:2]1[CH:10]=[C:9]2[C:5]([CH:6]=[CH:7][NH:8]2)=[CH:4][CH:3]=1.C([BH3-])#N.[Na+].[OH-].[Na+]. The catalyst is C(O)(=O)C.O. The product is [CH3:1][C:2]1[CH:10]=[C:9]2[C:5]([CH2:6][CH2:7][NH:8]2)=[CH:4][CH:3]=1. The yield is 0.510. (3) The reactants are C[O:2][C:3](=[O:15])[CH2:4][CH2:5][C:6]([C:8]1[CH:13]=[CH:12][CH:11]=[C:10]([F:14])[CH:9]=1)=O.O.NN.[OH-].[K+].Cl. The catalyst is C(O)CO.O.CCOCC. The product is [F:14][C:10]1[CH:9]=[C:8]([CH2:6][CH2:5][CH2:4][C:3]([OH:15])=[O:2])[CH:13]=[CH:12][CH:11]=1. The yield is 0.753. (4) The reactants are Br[C:2]1[NH:3][C:4]2[C:9]([C:10]=1[CH:11]1[CH2:16][CH2:15][CH2:14][CH2:13][CH2:12]1)=[CH:8][CH:7]=[C:6]([C:17]([O:19][CH3:20])=[O:18])[CH:5]=2.[F:21][C:22]1[CH:27]=[CH:26][C:25]([NH2:28])=[C:24](B2OC(C)(C)C(C)(C)O2)[CH:23]=1.C(=O)([O-])O.[Na+]. The catalyst is COCCOC.O.C1C=CC([P]([Pd]([P](C2C=CC=CC=2)(C2C=CC=CC=2)C2C=CC=CC=2)([P](C2C=CC=CC=2)(C2C=CC=CC=2)C2C=CC=CC=2)[P](C2C=CC=CC=2)(C2C=CC=CC=2)C2C=CC=CC=2)(C2C=CC=CC=2)C2C=CC=CC=2)=CC=1. The product is [NH2:28][C:25]1[CH:26]=[CH:27][C:22]([F:21])=[CH:23][C:24]=1[C:2]1[NH:3][C:4]2[C:9]([C:10]=1[CH:11]1[CH2:16][CH2:15][CH2:14][CH2:13][CH2:12]1)=[CH:8][CH:7]=[C:6]([C:17]([O:19][CH3:20])=[O:18])[CH:5]=2. The yield is 0.957. (5) The reactants are [OH:1][CH:2]([CH3:12])[CH2:3][NH:4][C:5](=[O:11])[C:6]([O:8][CH2:9][CH3:10])=[O:7].CC(OI1(OC(C)=O)(OC(C)=O)OC(=O)C2C=CC=CC1=2)=O. The catalyst is C(Cl)Cl. The product is [O:11]=[C:5]([NH:4][CH2:3][C:2](=[O:1])[CH3:12])[C:6]([O:8][CH2:9][CH3:10])=[O:7]. The yield is 0.812. (6) The reactants are [CH2:1]([NH2:8])[C:2]1[CH:7]=[CH:6][CH:5]=[CH:4][CH:3]=1.[CH:9](=O)[C:10]1[O:14][CH:13]=[CH:12][CH:11]=1.C(O)(C)C. The catalyst is O. The product is [CH2:1]([NH:8][CH2:9][C:10]1[O:14][CH:13]=[CH:12][CH:11]=1)[C:2]1[CH:7]=[CH:6][CH:5]=[CH:4][CH:3]=1. The yield is 0.840. (7) The reactants are [CH3:1][CH:2]1[CH2:13][C:5]2[N:6]=[C:7]([S:11][CH3:12])[NH:8][C:9](=O)[C:4]=2[CH2:3]1.P(Cl)(Cl)([Cl:16])=O. No catalyst specified. The product is [Cl:16][C:9]1[C:4]2[CH2:3][CH:2]([CH3:1])[CH2:13][C:5]=2[N:6]=[C:7]([S:11][CH3:12])[N:8]=1. The yield is 0.120. (8) The reactants are C[O:2][C:3](=O)[CH2:4][CH2:5][C:6]1[C:7](=[O:21])[N:8]([CH2:11][CH2:12][CH2:13][C:14]2[CH:19]=[CH:18][C:17]([CH3:20])=[CH:16][CH:15]=2)[CH2:9][CH:10]=1.[NH2:23][O:24][K].C(O)(=O)C. The catalyst is CO.CO.C(Cl)(Cl)Cl. The product is [OH:24][NH:23][C:3](=[O:2])[CH2:4][CH2:5][C:6]1[C:7](=[O:21])[N:8]([CH2:11][CH2:12][CH2:13][C:14]2[CH:19]=[CH:18][C:17]([CH3:20])=[CH:16][CH:15]=2)[CH2:9][CH:10]=1. The yield is 0.500.